This data is from Full USPTO retrosynthesis dataset with 1.9M reactions from patents (1976-2016). The task is: Predict the reactants needed to synthesize the given product. (1) Given the product [Si:18]([O:25][CH2:26][CH2:27][C:28]1[C:33]([CH:5]=[O:6])=[N:32][C:31]([Cl:34])=[CH:30][CH:29]=1)([C:21]([CH3:23])([CH3:24])[CH3:22])([CH3:20])[CH3:19], predict the reactants needed to synthesize it. The reactants are: CN(C[CH2:5][OH:6])C.CCCCCC.[Li]CCCC.[Si:18]([O:25][CH2:26][CH2:27][C:28]1[CH:29]=[CH:30][C:31]([Cl:34])=[N:32][CH:33]=1)([C:21]([CH3:24])([CH3:23])[CH3:22])([CH3:20])[CH3:19].CN(C=O)C.C1COCC1. (2) The reactants are: [O:1]=[C:2]1[CH2:6][CH2:5][CH2:4][N:3]1[CH2:7][CH2:8][C:9]([OH:11])=O.[CH:12]1([NH:15][C:16]([NH:18][C:19]2[CH:24]=[CH:23][C:22]([C:25]3[N:26]=[C:27]([N:34]4[CH2:39][CH2:38][O:37][CH2:36][C@@H:35]4[CH3:40])[C:28]4[CH2:33][NH:32][CH2:31][C:29]=4[N:30]=3)=[CH:21][CH:20]=2)=[O:17])[CH2:14][CH2:13]1. Given the product [CH:12]1([NH:15][C:16]([NH:18][C:19]2[CH:20]=[CH:21][C:22]([C:25]3[N:26]=[C:27]([N:34]4[CH2:39][CH2:38][O:37][CH2:36][C@@H:35]4[CH3:40])[C:28]4[CH2:33][N:32]([C:9](=[O:11])[CH2:8][CH2:7][N:3]5[CH2:4][CH2:5][CH2:6][C:2]5=[O:1])[CH2:31][C:29]=4[N:30]=3)=[CH:23][CH:24]=2)=[O:17])[CH2:13][CH2:14]1, predict the reactants needed to synthesize it. (3) Given the product [F:1][C:2]1[CH:7]=[CH:6][CH:5]=[C:4]([F:8])[C:3]=1[N:9]1[C:14]2[N:15]=[C:16]([NH:42][CH:43]3[CH2:48][CH2:47][NH:46][CH2:45][CH2:44]3)[N:17]=[C:18]([C:19]3[CH:20]=[C:21]([NH:26][C:27](=[O:36])[C:28]4[CH:33]=[CH:32][C:31]([F:34])=[C:30]([CH3:35])[CH:29]=4)[CH:22]=[CH:23][C:24]=3[CH3:25])[C:13]=2[CH:12]=[CH:11][C:10]1=[O:41], predict the reactants needed to synthesize it. The reactants are: [F:1][C:2]1[CH:7]=[CH:6][CH:5]=[C:4]([F:8])[C:3]=1[N:9]1[C:14]2[N:15]=[C:16](S(C)(=O)=O)[N:17]=[C:18]([C:19]3[CH:20]=[C:21]([NH:26][C:27](=[O:36])[C:28]4[CH:33]=[CH:32][C:31]([F:34])=[C:30]([CH3:35])[CH:29]=4)[CH:22]=[CH:23][C:24]=3[CH3:25])[C:13]=2[CH:12]=[CH:11][C:10]1=[O:41].[NH2:42][CH:43]1[CH2:48][CH2:47][N:46](C(OC(C)(C)C)=O)[CH2:45][CH2:44]1. (4) Given the product [OH:16][C:12]1[C:13]([CH3:15])=[CH:14][C:9]([C:6]2[CH:5]=[C:4]([C:18]3[NH:19][C:20]4[C:25]([C:26]=3[CH3:27])=[CH:24][CH:23]=[CH:22][CH:21]=4)[C:3](=[O:2])[NH:8][N:7]=2)=[CH:10][C:11]=1[CH3:17], predict the reactants needed to synthesize it. The reactants are: C[O:2][C:3]1[N:8]=[N:7][C:6]([C:9]2[CH:14]=[C:13]([CH3:15])[C:12]([OH:16])=[C:11]([CH3:17])[CH:10]=2)=[CH:5][C:4]=1[C:18]1[NH:19][C:20]2[C:25]([C:26]=1[CH3:27])=[CH:24][CH:23]=[CH:22][CH:21]=2.C[Si](Cl)(C)C.[I-].[K+]. (5) Given the product [O:35]=[C:29]1[CH:28]([NH:27][C:26]([C@@H:18]([NH:17][C:16]([C:62]2[C:71]3[C:66](=[CH:67][CH:68]=[CH:69][CH:70]=3)[CH:65]=[CH:64][CH:63]=2)=[O:37])[CH2:19][C:20]2[CH:21]=[CH:22][CH:23]=[CH:24][CH:25]=2)=[O:36])[CH2:34][CH2:33][CH2:32][N:31]([S:7]([C:56]2[CH:57]=[CH:58][CH:52]=[CH:54][N:55]=2)(=[O:9])=[O:8])[CH2:30]1, predict the reactants needed to synthesize it. The reactants are: C1([S:7](Cl)(=[O:9])=[O:8])C=CC=CC=1.C(O[C:16](=[O:37])[NH:17][C@H:18]([C:26](=[O:36])[NH:27][CH:28]1[CH2:34][CH2:33][CH2:32][NH:31][CH2:30][CH:29]1[OH:35])[CH2:19][C:20]1[CH:25]=[CH:24][CH:23]=[CH:22][CH:21]=1)(C)(C)C.C(O[C:54](=O)[NH:55][C@H:56](C(=O)N[CH:52]1[CH2:58][CH2:57][CH2:56][NH:55][CH2:54]C1O)[CH2:57][CH:58](C)[CH3:52])(C)(C)C.[C:62]1(C(O)=O)[C:71]2[C:66](=[CH:67][CH:68]=[CH:69][CH:70]=2)[CH:65]=[CH:64][CH:63]=1.O1C2C=CC(C(O)=O)=CC=2OC1. (6) Given the product [Br:43][C:18]1[N:19]([CH2:20][CH:21]2[CH2:26][CH2:25][CH2:24][CH2:23][CH2:22]2)[C:15]([C:12]2[CH:13]=[CH:14][C:9]([S:6](=[O:8])(=[O:7])[NH:5][C:1]([CH3:2])([CH3:3])[CH3:4])=[C:10]([C:32]([F:34])([F:35])[F:33])[CH:11]=2)=[CH:16][C:17]=1[C:27]([O:29][CH2:30][CH3:31])=[O:28], predict the reactants needed to synthesize it. The reactants are: [C:1]([NH:5][S:6]([C:9]1[CH:14]=[CH:13][C:12]([C:15]2[N:19]([CH2:20][CH:21]3[CH2:26][CH2:25][CH2:24][CH2:23][CH2:22]3)[CH:18]=[C:17]([C:27]([O:29][CH2:30][CH3:31])=[O:28])[CH:16]=2)=[CH:11][C:10]=1[C:32]([F:35])([F:34])[F:33])(=[O:8])=[O:7])([CH3:4])([CH3:3])[CH3:2].C1C(=O)N([Br:43])C(=O)C1. (7) Given the product [CH2:35]([C:34]1[N:37]=[C:3]([CH:4]([C:5]2[CH:6]=[CH:7][CH:8]=[CH:9][CH:10]=2)[N:11]2[CH2:12][CH2:13][N:14]([C:17]3[CH:22]=[CH:21][C:20]([N+:23]([O-:25])=[O:24])=[CH:19][C:18]=3[F:26])[CH2:15][CH2:16]2)[O:2][N:33]=1)[CH3:36], predict the reactants needed to synthesize it. The reactants are: C[O:2][C:3](=O)[CH:4]([N:11]1[CH2:16][CH2:15][N:14]([C:17]2[CH:22]=[CH:21][C:20]([N+:23]([O-:25])=[O:24])=[CH:19][C:18]=2[F:26])[CH2:13][CH2:12]1)[C:5]1[CH:10]=[CH:9][CH:8]=[CH:7][CH:6]=1.CC[O-].[Na+].O[NH:33][C:34](=[NH:37])[CH2:35][CH3:36].